This data is from Reaction yield outcomes from USPTO patents with 853,638 reactions. The task is: Predict the reaction yield, written as a fraction of the theoretical maximum amount of product (1.0 means a 100% yield; for example, 0.34 means a 34% yield). (1) The reactants are [OH:1][C:2]1([C:16]2[S:17][C:18]([C:21]3[CH:26]=[C:25]([CH3:27])[CH:24]=[C:23]([NH:28][C:29]4[CH:34]=[C:33]([C:35]#[C:36][Si](C)(C)C)[CH:32]=[CH:31][N:30]=4)[N:22]=3)=[CH:19][N:20]=2)[CH2:11][CH2:10][CH2:9][C:8]2[CH:7]=[C:6]([C:12]([O:14][CH3:15])=[O:13])[CH:5]=[CH:4][C:3]1=2.[F-].C([N+](CCCC)(CCCC)CCCC)CCC. The catalyst is C1COCC1. The product is [CH3:15][O:14][C:12]([C:6]1[CH:5]=[CH:4][C:3]2[C:2]([C:16]3[S:17][C:18]([C:21]4[CH:26]=[C:25]([CH3:27])[CH:24]=[C:23]([NH:28][C:29]5[CH:34]=[C:33]([C:35]#[CH:36])[CH:32]=[CH:31][N:30]=5)[N:22]=4)=[CH:19][N:20]=3)([OH:1])[CH2:11][CH2:10][CH2:9][C:8]=2[CH:7]=1)=[O:13]. The yield is 0.930. (2) The reactants are [F:1][C:2]1[C:3]([C:10]2[CH:18]=[CH:17][C:13]([C:14](O)=[O:15])=[CH:12][C:11]=2[C:19]([O:21][CH3:22])=[O:20])=[CH:4][C:5]([O:8][CH3:9])=[N:6][CH:7]=1.B.C1COCC1. The catalyst is C1COCC1. The product is [F:1][C:2]1[C:3]([C:10]2[CH:18]=[CH:17][C:13]([CH2:14][OH:15])=[CH:12][C:11]=2[C:19]([O:21][CH3:22])=[O:20])=[CH:4][C:5]([O:8][CH3:9])=[N:6][CH:7]=1. The yield is 0.770. (3) The reactants are CO[C:3]1[CH:4]=[C:5]2[C:10](=[CH:11][CH:12]=1)[CH:9]=[N:8][C:7]([C:13]([OH:15])=[O:14])=[CH:6]2.N1C=CN=C1N[C:22](C1C2NC(N)=NC=2C=CC=1)=[O:23].[CH3:34]N(C(ON1N=NC2C=CC=CC1=2)=[N+](C)C)C.F[P-](F)(F)(F)(F)F.CCN(C(C)C)C(C)C. The catalyst is CN(C=O)C. The product is [CH3:34][O:15][C:13]([C:7]1[N:8]=[CH:9][C:10]2[C:5]([CH:6]=1)=[CH:4][CH:3]=[CH:12][C:11]=2[O:23][CH3:22])=[O:14]. The yield is 0.500.